From a dataset of Full USPTO retrosynthesis dataset with 1.9M reactions from patents (1976-2016). Predict the reactants needed to synthesize the given product. (1) Given the product [Cl:7][C:8]1[C:15]([F:16])=[CH:14][CH:13]=[C:12]([Cl:17])[C:9]=1[CH:10]([OH:11])[CH2:21][N+:18]([O-:20])=[O:19], predict the reactants needed to synthesize it. The reactants are: C(=O)([O-])[O-].[K+].[K+].[Cl:7][C:8]1[C:15]([F:16])=[CH:14][CH:13]=[C:12]([Cl:17])[C:9]=1[CH:10]=[O:11].[N+:18]([CH3:21])([O-:20])=[O:19]. (2) Given the product [CH3:7][O:8][C:9]([C:11]1[C:15]([Br:16])=[CH:14][S:13][C:12]=1[C:17](=[O:19])[NH:46][CH2:45][C:44]([O:43][CH2:41][CH3:42])=[O:47])=[O:10].[CH3:20][O:21][C:22]([C:24]1[S:25][CH:26]=[C:27]([Br:32])[C:28]=1[C:29](=[O:31])[NH:46][CH2:45][C:44]([O:43][CH2:41][CH3:42])=[O:47])=[O:23], predict the reactants needed to synthesize it. The reactants are: C(Cl)(=O)C(Cl)=O.[CH3:7][O:8][C:9]([C:11]1[C:15]([Br:16])=[CH:14][S:13][C:12]=1[C:17]([OH:19])=O)=[O:10].[CH3:20][O:21][C:22]([C:24]1[S:25][CH:26]=[C:27]([Br:32])[C:28]=1[C:29]([OH:31])=O)=[O:23].C(N(CC)CC)C.Cl.[CH2:41]([O:43][C:44](=[O:47])[CH2:45][NH2:46])[CH3:42]. (3) The reactants are: [CH2:1]([O:8][C:9]([N:11]([CH3:19])[C@H:12]([C:16]([OH:18])=O)[CH:13]([CH3:15])[CH3:14])=[O:10])[C:2]1[CH:7]=[CH:6][CH:5]=[CH:4][CH:3]=1.Cl.[C:21]([O:25][C:26](=[O:37])[C@H:27]([CH2:29][C:30]([O:32][C:33]([CH3:36])([CH3:35])[CH3:34])=[O:31])[NH2:28])([CH3:24])([CH3:23])[CH3:22].CCN=C=NCCCN(C)C.Cl.O.ON1C2C=CC=CC=2N=N1.C(N(CC)CC)C. Given the product [C:21]([O:25][C:26](=[O:37])[C@H:27]([CH2:29][C:30]([O:32][C:33]([CH3:36])([CH3:35])[CH3:34])=[O:31])[NH:28][C:16](=[O:18])[C@H:12]([CH:13]([CH3:14])[CH3:15])[N:11]([C:9]([O:8][CH2:1][C:2]1[CH:3]=[CH:4][CH:5]=[CH:6][CH:7]=1)=[O:10])[CH3:19])([CH3:23])([CH3:24])[CH3:22], predict the reactants needed to synthesize it. (4) Given the product [C:18]([O:21][C@@H:22]1[C@@H:27]([O:28][C:29](=[O:31])[CH3:30])[C@H:26]([O:32][C:33](=[O:35])[CH3:34])[C@@H:25]([CH2:36][O:37][C:38](=[O:40])[CH3:39])[O:24][C@H:23]1[C:41]1[CH:42]=[CH:43][C:44]([Cl:49])=[C:45]([CH2:46][N:51]2[CH2:52][C:53]3[C:58](=[CH:57][CH:56]=[CH:55][CH:54]=3)[CH2:50]2)[CH:48]=1)(=[O:20])[CH3:19], predict the reactants needed to synthesize it. The reactants are: BrC1C=CC(=O)N(CC2C=CC(CC)=CC=2)C=1.[C:18]([O:21][C@@H:22]1[C@@H:27]([O:28][C:29](=[O:31])[CH3:30])[C@H:26]([O:32][C:33](=[O:35])[CH3:34])[C@@H:25]([CH2:36][O:37][C:38](=[O:40])[CH3:39])[O:24][C@H:23]1[C:41]1[CH:42]=[CH:43][C:44]([Cl:49])=[C:45]([CH:48]=1)[CH:46]=O)(=[O:20])[CH3:19].[CH2:50]1[C:58]2[C:53](=[CH:54][CH:55]=[CH:56][CH:57]=2)[CH2:52][NH:51]1.C(O[BH-](OC(=O)C)OC(=O)C)(=O)C.[Na+].C(=O)([O-])O.[Na+]. (5) Given the product [C:26]([N:30]1[CH2:35][CH2:34][N:33]([C:36]2[CH:37]=[CH:38][C:39]([NH:40][C:2]3[C:11]4=[N:12][NH:13][CH:14]=[C:10]4[C:9]4[CH:8]=[C:7]([O:24][CH3:25])[CH:6]=[CH:5][C:4]=4[N:3]=3)=[CH:41][CH:42]=2)[CH2:32][CH2:31]1)([CH3:29])([CH3:27])[CH3:28], predict the reactants needed to synthesize it. The reactants are: Cl[C:2]1[C:11]2=[N:12][N:13](CC3C=CC(OC)=CC=3)[CH:14]=[C:10]2[C:9]2[CH:8]=[C:7]([O:24][CH3:25])[CH:6]=[CH:5][C:4]=2[N:3]=1.[C:26]([N:30]1[CH2:35][CH2:34][N:33]([C:36]2[CH:42]=[CH:41][C:39]([NH2:40])=[CH:38][CH:37]=2)[CH2:32][CH2:31]1)([CH3:29])([CH3:28])[CH3:27].Cl. (6) Given the product [CH3:12][CH:7]([CH3:13])[CH2:8][CH2:9][CH2:2][C:1]([OH:4])=[O:3], predict the reactants needed to synthesize it. The reactants are: [C:1]([O:4]CC)(=[O:3])[CH3:2].[C:7]1([CH3:13])[CH:12]=CC=[CH:9][CH:8]=1. (7) Given the product [O:18]=[C:9]1[NH:10][C:11]2([CH2:17][CH2:16][CH2:15][CH2:14][CH2:13]2)[N:12]=[C:8]1[C:5]1[CH:6]=[CH:7][C:2]([C:20]#[N:21])=[CH:3][CH:4]=1, predict the reactants needed to synthesize it. The reactants are: Br[C:2]1[CH:7]=[CH:6][C:5]([C:8]2[C:9](=[O:18])[NH:10][C:11]3([CH2:17][CH2:16][CH2:15][CH2:14][CH2:13]3)[N:12]=2)=[CH:4][CH:3]=1.[Cu][C:20]#[N:21]. (8) Given the product [NH2:15][C:16]1[C:25]([CH2:26][CH3:27])=[CH:24][C:19]([C:20]([O:22][CH3:23])=[O:21])=[C:18]([Cl:28])[C:17]=1[C:29]#[CH:30], predict the reactants needed to synthesize it. The reactants are: NC1C=CC(C(OC)=O)=C(Cl)C=1C#C.[NH2:15][C:16]1[C:25]([CH2:26][CH3:27])=[CH:24][C:19]([C:20]([O:22][CH3:23])=[O:21])=[C:18]([Cl:28])[C:17]=1[C:29]#[C:30][Si](C)(C)C. (9) The reactants are: [CH3:1][O:2][C:3]1[C:4]([NH2:9])=[CH:5][CH:6]=[CH:7][CH:8]=1.[CH:10]1[C:19]2[C:14](=[CH:15][CH:16]=[CH:17][CH:18]=2)[CH:13]=[CH:12][C:11]=1[S:20](Cl)(=[O:22])=[O:21]. Given the product [CH3:1][O:2][C:3]1[CH:8]=[CH:7][CH:6]=[CH:5][C:4]=1[NH:9][S:20]([C:11]1[CH:12]=[CH:13][C:14]2[C:19](=[CH:18][CH:17]=[CH:16][CH:15]=2)[CH:10]=1)(=[O:22])=[O:21], predict the reactants needed to synthesize it. (10) The reactants are: [N+:1]([C:4]1[CH:9]=[CH:8][CH:7]=[CH:6][C:5]=1[CH2:10][CH2:11][CH2:12][C:13]([OH:15])=[O:14])([O-:3])=[O:2].S(Cl)(Cl)=O.[CH3:20]O. Given the product [CH3:20][O:14][C:13](=[O:15])[CH2:12][CH2:11][CH2:10][C:5]1[CH:6]=[CH:7][CH:8]=[CH:9][C:4]=1[N+:1]([O-:3])=[O:2], predict the reactants needed to synthesize it.